From a dataset of Full USPTO retrosynthesis dataset with 1.9M reactions from patents (1976-2016). Predict the reactants needed to synthesize the given product. (1) Given the product [F:1][C:2]1[CH:3]=[CH:4][C:5]([O:10][C:11]2[CH:20]=[CH:19][C:14]3[C:15]([CH3:18])=[N:16][O:17][C:13]=3[CH:12]=2)=[C:6]([CH:9]=1)[CH2:7][NH2:8], predict the reactants needed to synthesize it. The reactants are: [F:1][C:2]1[CH:3]=[CH:4][C:5]([O:10][C:11]2[CH:20]=[CH:19][C:14]3[C:15]([CH3:18])=[N:16][O:17][C:13]=3[CH:12]=2)=[C:6]([CH:9]=1)[C:7]#[N:8].[H-].[Al+3].[Li+].[H-].[H-].[H-]. (2) Given the product [CH2:3]([O:10][C:11]1[N:16]=[C:15]([NH:17][C:20]#[N:19])[C:14]([F:18])=[CH:13][N:12]=1)[C:4]1[CH:5]=[CH:6][CH:7]=[CH:8][CH:9]=1, predict the reactants needed to synthesize it. The reactants are: [H-].[Na+].[CH2:3]([O:10][C:11]1[N:16]=[C:15]([NH2:17])[C:14]([F:18])=[CH:13][N:12]=1)[C:4]1[CH:9]=[CH:8][CH:7]=[CH:6][CH:5]=1.[N:19]#[C:20]Br. (3) The reactants are: [N+:1]([C:4]1[CH:9]=[CH:8][C:7](F)=[CH:6][CH:5]=1)([O-:3])=[O:2].C(COC1C=CC=CC=1O)(O)=O.[O-]CCCC.[K+]. Given the product [N+:1]([C:4]1[CH:9]=[CH:8][CH:7]=[CH:6][CH:5]=1)([O-:3])=[O:2], predict the reactants needed to synthesize it. (4) Given the product [N+:15]([C:18]1[CH:23]=[CH:22][C:21]([O:24][C:10](=[O:11])[CH:9]=[CH:8][C:7]2[CH:6]=[CH:5][C:4]([N+:1]([O-:3])=[O:2])=[CH:14][CH:13]=2)=[CH:20][CH:19]=1)([O-:17])=[O:16], predict the reactants needed to synthesize it. The reactants are: [N+:1]([C:4]1[CH:14]=[CH:13][C:7]([CH:8]=[CH:9][C:10](Cl)=[O:11])=[CH:6][CH:5]=1)([O-:3])=[O:2].[N+:15]([C:18]1[CH:23]=[CH:22][C:21]([OH:24])=[CH:20][CH:19]=1)([O-:17])=[O:16].N1C=CC=CC=1. (5) Given the product [CH2:10]([O:17][C:18]1[C:23](=[O:24])[N:22]2[CH:25]=[C:26]([CH3:29])[CH:27]=[CH:28][C:21]2=[N:20][C:19]=1[C:30]#[N:31])[C:11]1[CH:12]=[CH:13][CH:14]=[CH:15][CH:16]=1, predict the reactants needed to synthesize it. The reactants are: ClC1N=C(Cl)N=C(Cl)N=1.[CH2:10]([O:17][C:18]1[C:23](=[O:24])[N:22]2[CH:25]=[C:26]([CH3:29])[CH:27]=[CH:28][C:21]2=[N:20][C:19]=1[CH:30]=[N:31]O)[C:11]1[CH:16]=[CH:15][CH:14]=[CH:13][CH:12]=1.C(OCC)(=O)C.